This data is from Forward reaction prediction with 1.9M reactions from USPTO patents (1976-2016). The task is: Predict the product of the given reaction. (1) Given the reactants [CH3:1][N:2]([CH3:6])[C:3](Cl)=[O:4].[OH:7][N:8]1[C:12](=[O:13])[CH2:11][CH2:10][C:9]1=[O:14], predict the reaction product. The product is: [CH3:1][N:2]([CH3:6])[C:3](=[O:4])[O:7][N:8]1[C:12](=[O:13])[CH2:11][CH2:10][C:9]1=[O:14]. (2) Given the reactants [CH3:1][N:2]([CH3:30])[C:3]1([C:24]2[CH:29]=[CH:28][CH:27]=[CH:26][CH:25]=2)[CH2:8][CH2:7][C:6]([C:9]2[NH:10][C:11]3[C:16]([C:17]=2[CH2:18][CH2:19][CH2:20][C:21]([OH:23])=[O:22])=[CH:15][CH:14]=[CH:13][CH:12]=3)=[CH:5][CH2:4]1.[H][H], predict the reaction product. The product is: [CH3:30][N:2]([CH3:1])[C:3]1([C:24]2[CH:29]=[CH:28][CH:27]=[CH:26][CH:25]=2)[CH2:8][CH2:7][CH:6]([C:9]2[NH:10][C:11]3[C:16]([C:17]=2[CH2:18][CH2:19][CH2:20][C:21]([OH:23])=[O:22])=[CH:15][CH:14]=[CH:13][CH:12]=3)[CH2:5][CH2:4]1. (3) The product is: [CH3:1][O:2][C:3]1[C:4]2[O:10][C:15]([CH3:21])([CH3:16])[O:6][C:5]=2[CH:7]=[CH:8][CH:9]=1. Given the reactants [CH3:1][O:2][C:3]1[CH:9]=[CH:8][CH:7]=[C:5]([OH:6])[C:4]=1[OH:10].S([C:15]1[CH:21]=CC(C)=C[CH:16]=1)(O)(=O)=O.[OH-].[Na+], predict the reaction product. (4) Given the reactants [CH3:1][O:2][C:3]1[CH:14]=C[C:6]2[C:7]([C:10](O)=[O:11])=[N:8]S[C:5]=2[CH:4]=1.[CH:15](N(C(C)C)CC)(C)C.Cl.Cl.[NH2:26][C@@H:27]1[CH:32]2[CH2:33][CH2:34][N:29]([CH2:30][CH2:31]2)[CH2:28]1.CN(C(ON1N=NC2C=CC=NC1=2)=[N+](C)C)C.F[P-](F)(F)(F)(F)F.O1CCCC1.C[N:65]([CH3:68])C=O, predict the reaction product. The product is: [N:29]12[CH2:34][CH2:33][CH:32]([CH2:31][CH2:30]1)[C@H:27]([N:26]([CH3:15])[C:10]([C:7]1[C:6]3[C:68](=[CH:14][C:3]([O:2][CH3:1])=[CH:4][CH:5]=3)[NH:65][N:8]=1)=[O:11])[CH2:28]2. (5) Given the reactants [F:1][C:2]1[CH:7]=[C:6]([C:8]2[CH:13]=[CH:12][C:11]([CH2:14][NH2:15])=[CH:10][N:9]=2)[CH:5]=[CH:4][N:3]=1.[N:16]1[CH:21]=[CH:20][N:19]=[CH:18][C:17]=1[C:22]1[CH:30]=[CH:29][C:25]([C:26](O)=[O:27])=[CH:24][CH:23]=1.CN(C(ON1N=NC2C=CC=NC1=2)=[N+](C)C)C.F[P-](F)(F)(F)(F)F.C(N(CC)C(C)C)(C)C, predict the reaction product. The product is: [F:1][C:2]1[CH:7]=[C:6]([C:8]2[CH:13]=[CH:12][C:11]([CH2:14][NH:15][C:26](=[O:27])[C:25]3[CH:24]=[CH:23][C:22]([C:17]4[CH:18]=[N:19][CH:20]=[CH:21][N:16]=4)=[CH:30][CH:29]=3)=[CH:10][N:9]=2)[CH:5]=[CH:4][N:3]=1. (6) Given the reactants [C:1]1([C:7]2[CH:15]=[C:14]3[C:10]([CH2:11][C:12](=[O:16])[NH:13]3)=[CH:9][CH:8]=2)[CH:6]=[CH:5][CH:4]=[CH:3][CH:2]=1.[NH:17]1[CH2:22][CH2:21][CH2:20][CH2:19][CH2:18]1.[CH2:23](O)[CH3:24], predict the reaction product. The product is: [CH2:12]([N:13]([CH2:23][CH3:24])[CH2:14][CH2:15][CH2:7][C:1]1[CH:6]=[C:21]2[C:22](=[CH:3][CH:2]=1)[NH:17][C:19]([CH:18]=[C:11]1[C:10]3[C:14](=[CH:15][C:7]([C:1]4[CH:2]=[CH:3][CH:4]=[CH:5][CH:6]=4)=[CH:8][CH:9]=3)[NH:13][C:12]1=[O:16])=[CH:20]2)[CH3:11]. (7) Given the reactants [O:1]([CH2:9][C@H:10]([OH:12])[CH3:11])[Si:2]([C:5]([CH3:8])([CH3:7])[CH3:6])([CH3:4])[CH3:3].C1(P(C2C=CC=CC=2)C2C=CC=CC=2)C=CC=CC=1.[CH3:32][O:33][C:34](=[O:50])[C:35]1[CH:40]=[C:39](O)[CH:38]=[C:37]([S:42][C:43]2[CH:48]=[CH:47][C:46]([CH3:49])=[CH:45][CH:44]=2)[CH:36]=1.N(C(OCC)=O)=NC(OCC)=O, predict the reaction product. The product is: [CH3:32][O:33][C:34](=[O:50])[C:35]1[CH:40]=[C:39]([O:12][C@@H:10]([CH3:11])[CH2:9][O:1][Si:2]([C:5]([CH3:7])([CH3:8])[CH3:6])([CH3:4])[CH3:3])[CH:38]=[C:37]([S:42][C:43]2[CH:48]=[CH:47][C:46]([CH3:49])=[CH:45][CH:44]=2)[CH:36]=1. (8) Given the reactants [CH2:1]([O:3][C:4]([C:6]1[S:10][C:9]([NH2:11])=[N:8][C:7]=1[C:12]([F:15])([F:14])[F:13])=[O:5])[CH3:2].[C:16](O[C:16]([O:18][C:19]([CH3:22])([CH3:21])[CH3:20])=[O:17])([O:18][C:19]([CH3:22])([CH3:21])[CH3:20])=[O:17], predict the reaction product. The product is: [CH2:1]([O:3][C:4]([C:6]1[S:10][C:9]([NH:11][C:16]([O:18][C:19]([CH3:22])([CH3:21])[CH3:20])=[O:17])=[N:8][C:7]=1[C:12]([F:14])([F:15])[F:13])=[O:5])[CH3:2].